Binary Classification. Given a drug SMILES string, predict its activity (active/inactive) in a high-throughput screening assay against a specified biological target. From a dataset of M1 muscarinic receptor agonist screen with 61,833 compounds. (1) The compound is O=C(N1CCN(CC1)C(=O)c1occc1)COC(=O)c1c(C(=O)c2ccccc2)cccc1. The result is 0 (inactive). (2) The drug is s1c2c(CCCC2)c(c1NC(=O)CCN1CCOCC1)C(OC)=O. The result is 0 (inactive). (3) The drug is O=C(N1CCCc2c1cccc2)Cn1c2c(n(c(=O)n(c2=O)C)C)nc1. The result is 0 (inactive). (4) The drug is o1c(Cn2c(=O)c3c(c4c(c2=O)cccc4)cccc3)ccc1. The result is 0 (inactive). (5) The drug is S(=O)(=O)(N1CCC2(OCCO2)CC1)N1CCC(CC1)C(=O)NC1CCCCCCC1. The result is 0 (inactive).